Predict the reaction yield, written as a fraction of the theoretical maximum amount of product (1.0 means a 100% yield; for example, 0.34 means a 34% yield). From a dataset of Reaction yield outcomes from USPTO patents with 853,638 reactions. (1) The reactants are [C:1]([NH:4][CH:5]([C:10](=[O:16])[CH2:11][C:12]([O:14][CH3:15])=[O:13])[C:6]([O:8][CH3:9])=[O:7])(=O)[CH3:2].O=S(Cl)Cl. The catalyst is C(Cl)(Cl)Cl. The product is [CH3:15][O:14][C:12](=[O:13])[CH2:11][C:10]1[O:16][C:1]([CH3:2])=[N:4][C:5]=1[C:6]([O:8][CH3:9])=[O:7]. The yield is 0.470. (2) The reactants are Br[C:2]1[CH:7]=[CH:6][CH:5]=[C:4]([CH2:8][F:9])[N:3]=1.[CH2:10]([C:14]1[S:15][C:16]2[CH:22]=[CH:21][CH:20]=[CH:19][C:17]=2[N:18]=1)[CH2:11][C:12]#[CH:13]. No catalyst specified. The product is [F:9][CH2:8][C:4]1[N:3]=[C:2]([C:13]#[C:12][CH2:11][CH2:10][C:14]2[S:15][C:16]3[CH:22]=[CH:21][CH:20]=[CH:19][C:17]=3[N:18]=2)[CH:7]=[CH:6][CH:5]=1. The yield is 0.380.